Predict the reactants needed to synthesize the given product. From a dataset of Full USPTO retrosynthesis dataset with 1.9M reactions from patents (1976-2016). (1) The reactants are: [CH3:1][S:2]([C:5]1[CH:10]=[CH:9][C:8]([C:11]2[S:15][C:14]([NH2:16])=[N:13][C:12]=2[CH3:17])=[CH:7][CH:6]=1)(=[O:4])=[O:3].CN(C(ON1N=NC2C=CC=NC1=2)=[N+](C)C)C.F[P-](F)(F)(F)(F)F.[N:42]1([CH2:47][C:48](O)=[O:49])[CH:46]=[N:45][N:44]=[N:43]1.C(N(CC)CC)C. Given the product [CH3:1][S:2]([C:5]1[CH:6]=[CH:7][C:8]([C:11]2[S:15][C:14]([NH:16][C:48](=[O:49])[CH2:47][N:42]3[CH:46]=[N:45][N:44]=[N:43]3)=[N:13][C:12]=2[CH3:17])=[CH:9][CH:10]=1)(=[O:3])=[O:4], predict the reactants needed to synthesize it. (2) Given the product [CH3:25][N:26]([CH2:27][CH2:28][N:29]1[CH2:34][CH2:33][CH2:32][CH2:31][CH2:30]1)[C:15]([C:11]1[CH:10]=[C:9]2[C:14](=[CH:13][CH:12]=1)[C:5]([O:4][CH:1]([CH3:2])[CH3:3])=[N:6][C:7]([NH:18][C:19]1[CH:23]=[C:22]([CH3:24])[NH:21][N:20]=1)=[CH:8]2)=[O:17], predict the reactants needed to synthesize it. The reactants are: [CH:1]([O:4][C:5]1[C:14]2[C:9](=[CH:10][C:11]([C:15]([OH:17])=O)=[CH:12][CH:13]=2)[CH:8]=[C:7]([NH:18][C:19]2[CH:23]=[C:22]([CH3:24])[NH:21][N:20]=2)[N:6]=1)([CH3:3])[CH3:2].[CH3:25][NH:26][CH2:27][CH2:28][N:29]1[CH2:34][CH2:33][CH2:32][CH2:31][CH2:30]1.